From a dataset of Forward reaction prediction with 1.9M reactions from USPTO patents (1976-2016). Predict the product of the given reaction. Given the reactants [OH-].[Li+].C[O:4][C:5]([C:7]1[S:8][C:9]([Br:20])=[CH:10][C:11]=1[NH:12][C:13]([O:15][C:16]([CH3:19])([CH3:18])[CH3:17])=[O:14])=[O:6].Cl, predict the reaction product. The product is: [Br:20][C:9]1[S:8][C:7]([C:5]([OH:6])=[O:4])=[C:11]([NH:12][C:13]([O:15][C:16]([CH3:19])([CH3:18])[CH3:17])=[O:14])[CH:10]=1.